From a dataset of Full USPTO retrosynthesis dataset with 1.9M reactions from patents (1976-2016). Predict the reactants needed to synthesize the given product. Given the product [Br:1][C:2]1[O:19][C:5]([CH2:6][NH:7][CH2:10][C:11]2[CH:16]=[CH:15][C:14]([O:17][CH3:18])=[CH:13][CH:12]=2)=[C:4]([C:8]([OH:21])=[O:9])[CH:3]=1, predict the reactants needed to synthesize it. The reactants are: [Br:1][C:2]1[O:19][CH:5]2[CH2:6][N:7]([CH2:10][C:11]3[CH:16]=[CH:15][C:14]([O:17][CH3:18])=[CH:13][CH:12]=3)[C:8](=[O:9])[CH:4]2[CH:3]=1.C(O)(C(F)(F)F)=[O:21].